From a dataset of Reaction yield outcomes from USPTO patents with 853,638 reactions. Predict the reaction yield, written as a fraction of the theoretical maximum amount of product (1.0 means a 100% yield; for example, 0.34 means a 34% yield). (1) The catalyst is CC(C)=O.C(Cl)Cl. The yield is 0.650. The product is [CH3:1][C@@H:2]1[N:6]([C:7]([O:9][C:10]([CH3:13])([CH3:12])[CH3:11])=[O:8])[C@H:5]([C:14]([O:16][CH2:17][C:18]([C:20]2[CH:21]=[CH:22][C:23]3[C:32]4[CH:31]=[C:30]5[CH2:33][CH2:34][CH:35]([O:57][C:55]([C@@H:48]6[CH2:49][CH2:50][C@H:51]([CH3:58])[N:47]6[C:45]([O:44][C:40]([CH3:41])([CH3:42])[CH3:43])=[O:46])=[O:56])[C:36](=[O:37])[C:29]5=[CH:28][C:27]=4[O:26][CH2:25][C:24]=3[CH:39]=2)=[O:19])=[O:15])[CH2:4][CH2:3]1. The reactants are [CH3:1][C@@H:2]1[N:6]([C:7]([O:9][C:10]([CH3:13])([CH3:12])[CH3:11])=[O:8])[C@H:5]([C:14]([O:16][CH2:17][C:18]([C:20]2[CH:21]=[CH:22][C:23]3[C:32]4[CH:31]=[C:30]5[CH2:33][CH2:34][CH:35](Br)[C:36](=[O:37])[C:29]5=[CH:28][C:27]=4[O:26][CH2:25][C:24]=3[CH:39]=2)=[O:19])=[O:15])[CH2:4][CH2:3]1.[C:40]([O:44][C:45]([N:47]1[CH2:51][C@@H:50](COC)[CH2:49][C@H:48]1[C:55]([OH:57])=[O:56])=[O:46])([CH3:43])([CH3:42])[CH3:41].[C:58]([O-])([O-])=O.[Cs+].[Cs+]. (2) The product is [Cl:1][C:2]1[C:3]2[CH:10]=[CH:9][N:8]([CH:11]([O:15][CH2:16][CH3:17])[O:12][CH2:13][CH3:14])[C:4]=2[N:5]=[CH:6][N:7]=1. The yield is 0.940. No catalyst specified. The reactants are [Cl:1][C:2]1[C:3]2[CH:10]=[CH:9][NH:8][C:4]=2[N:5]=[CH:6][N:7]=1.[CH:11](OCC)([O:15][CH2:16][CH3:17])[O:12][CH2:13][CH3:14]. (3) The reactants are [CH2:1]([C:3]1[CH:11]=[CH:10][C:6]([C:7]([OH:9])=[O:8])=[CH:5][CH:4]=1)[CH3:2].[N+:12]([O-])([OH:14])=[O:13]. The catalyst is S(=O)(=O)(O)O. The product is [CH2:1]([C:3]1[CH:11]=[CH:10][C:6]([C:7]([OH:9])=[O:8])=[CH:5][C:4]=1[N+:12]([O-:14])=[O:13])[CH3:2]. The yield is 1.00. (4) The reactants are [O:1]=[S:2]1(=[O:23])[CH2:7][CH2:6][N:5]([C:8]([C:10]2[N:11]([CH:20]([CH3:22])[CH3:21])[C:12]3[C:17]([CH:18]=2)=[CH:16][C:15]([OH:19])=[CH:14][CH:13]=3)=[O:9])[CH2:4][CH2:3]1.[C:24]([O:28][C:29]([N:31]1[CH2:36][CH2:35][CH:34](O)[CH2:33][CH2:32]1)=[O:30])([CH3:27])([CH3:26])[CH3:25].C1(P(C2C=CC=CC=2)C2C=CC=CC=2)C=CC=CC=1.C(OC(N=NC(OC(C)(C)C)=O)=O)(C)(C)C. The catalyst is O1CCCC1. The product is [C:24]([O:28][C:29]([N:31]1[CH2:36][CH2:35][CH:34]([O:19][C:15]2[CH:16]=[C:17]3[C:12](=[CH:13][CH:14]=2)[N:11]([CH:20]([CH3:21])[CH3:22])[C:10]([C:8]([N:5]2[CH2:4][CH2:3][S:2](=[O:1])(=[O:23])[CH2:7][CH2:6]2)=[O:9])=[CH:18]3)[CH2:33][CH2:32]1)=[O:30])([CH3:27])([CH3:25])[CH3:26]. The yield is 0.316. (5) The reactants are C(=O)([S:3][CH2:4][C:5]1[O:6][C:7]([C:10]2[CH:11]=[N:12][CH:13]=[CH:14][CH:15]=2)=[CH:8][CH:9]=1)C.C[S-].[Na+]. The catalyst is C(Cl)(Cl)Cl.CO. The product is [N:12]1[CH:13]=[CH:14][CH:15]=[C:10]([C:7]2[O:6][C:5]([CH2:4][SH:3])=[CH:9][CH:8]=2)[CH:11]=1. The yield is 0.680. (6) The reactants are Cl[C:2]1[N:10]=[C:9]2[C:5]([N:6]=[CH:7][N:8]2[CH3:11])=[C:4]([NH:12][C:13]2[CH:18]=[CH:17][C:16]([F:19])=[C:15]([F:20])[CH:14]=2)[N:3]=1.O.[NH2:22][NH2:23].O. The catalyst is O1CCCC1. The product is [F:20][C:15]1[CH:14]=[C:13]([NH:12][C:4]2[N:3]=[C:2]([NH:22][NH2:23])[N:10]=[C:9]3[C:5]=2[N:6]=[CH:7][N:8]3[CH3:11])[CH:18]=[CH:17][C:16]=1[F:19]. The yield is 0.900.